This data is from NCI-60 drug combinations with 297,098 pairs across 59 cell lines. The task is: Regression. Given two drug SMILES strings and cell line genomic features, predict the synergy score measuring deviation from expected non-interaction effect. (1) Drug 1: CN(CC1=CN=C2C(=N1)C(=NC(=N2)N)N)C3=CC=C(C=C3)C(=O)NC(CCC(=O)O)C(=O)O. Drug 2: COC1=NC(=NC2=C1N=CN2C3C(C(C(O3)CO)O)O)N. Cell line: KM12. Synergy scores: CSS=27.2, Synergy_ZIP=-0.195, Synergy_Bliss=3.95, Synergy_Loewe=-48.6, Synergy_HSA=1.46. (2) Drug 1: C1CCN(CC1)CCOC2=CC=C(C=C2)C(=O)C3=C(SC4=C3C=CC(=C4)O)C5=CC=C(C=C5)O. Drug 2: C1C(C(OC1N2C=NC3=C2NC=NCC3O)CO)O. Cell line: T-47D. Synergy scores: CSS=14.6, Synergy_ZIP=-3.10, Synergy_Bliss=0.986, Synergy_Loewe=3.80, Synergy_HSA=4.05. (3) Drug 1: C1CNP(=O)(OC1)N(CCCl)CCCl. Drug 2: C1CCC(C(C1)N)N.C(=O)(C(=O)[O-])[O-].[Pt+4]. Cell line: 786-0. Synergy scores: CSS=-2.97, Synergy_ZIP=-7.72, Synergy_Bliss=-16.9, Synergy_Loewe=-38.8, Synergy_HSA=-18.7. (4) Drug 1: CCCCC(=O)OCC(=O)C1(CC(C2=C(C1)C(=C3C(=C2O)C(=O)C4=C(C3=O)C=CC=C4OC)O)OC5CC(C(C(O5)C)O)NC(=O)C(F)(F)F)O. Drug 2: C1CNP(=O)(OC1)N(CCCl)CCCl. Cell line: HCT116. Synergy scores: CSS=47.7, Synergy_ZIP=1.60, Synergy_Bliss=-1.34, Synergy_Loewe=-31.6, Synergy_HSA=-1.04. (5) Drug 1: CC1=C(C=C(C=C1)C(=O)NC2=CC(=CC(=C2)C(F)(F)F)N3C=C(N=C3)C)NC4=NC=CC(=N4)C5=CN=CC=C5. Drug 2: C1C(C(OC1N2C=NC(=NC2=O)N)CO)O. Cell line: NCI-H460. Synergy scores: CSS=-2.06, Synergy_ZIP=0.512, Synergy_Bliss=2.64, Synergy_Loewe=-6.83, Synergy_HSA=-3.92. (6) Drug 1: C1=C(C(=O)NC(=O)N1)F. Drug 2: C1=NC2=C(N1)C(=S)N=C(N2)N. Cell line: RXF 393. Synergy scores: CSS=29.5, Synergy_ZIP=-7.71, Synergy_Bliss=-2.82, Synergy_Loewe=-18.9, Synergy_HSA=1.01. (7) Drug 2: CC1=CC2C(CCC3(C2CCC3(C(=O)C)OC(=O)C)C)C4(C1=CC(=O)CC4)C. Drug 1: CC1C(C(CC(O1)OC2CC(CC3=C2C(=C4C(=C3O)C(=O)C5=C(C4=O)C(=CC=C5)OC)O)(C(=O)CO)O)N)O.Cl. Synergy scores: CSS=15.8, Synergy_ZIP=2.07, Synergy_Bliss=7.35, Synergy_Loewe=8.60, Synergy_HSA=8.16. Cell line: MCF7. (8) Drug 1: CN(C)C1=NC(=NC(=N1)N(C)C)N(C)C. Drug 2: C1CCC(C(C1)N)N.C(=O)(C(=O)[O-])[O-].[Pt+4]. Cell line: SNB-19. Synergy scores: CSS=6.93, Synergy_ZIP=-3.67, Synergy_Bliss=-5.75, Synergy_Loewe=-66.7, Synergy_HSA=-7.26. (9) Drug 1: CC(C1=C(C=CC(=C1Cl)F)Cl)OC2=C(N=CC(=C2)C3=CN(N=C3)C4CCNCC4)N. Drug 2: C1CCC(C1)C(CC#N)N2C=C(C=N2)C3=C4C=CNC4=NC=N3. Cell line: NCI-H322M. Synergy scores: CSS=3.03, Synergy_ZIP=0.418, Synergy_Bliss=3.08, Synergy_Loewe=0.659, Synergy_HSA=0.771. (10) Drug 1: C1=NC2=C(N=C(N=C2N1C3C(C(C(O3)CO)O)F)Cl)N. Drug 2: CCC1(C2=C(COC1=O)C(=O)N3CC4=CC5=C(C=CC(=C5CN(C)C)O)N=C4C3=C2)O.Cl. Cell line: RXF 393. Synergy scores: CSS=11.7, Synergy_ZIP=-5.10, Synergy_Bliss=-3.70, Synergy_Loewe=-7.93, Synergy_HSA=-3.82.